This data is from Full USPTO retrosynthesis dataset with 1.9M reactions from patents (1976-2016). The task is: Predict the reactants needed to synthesize the given product. (1) Given the product [F:38][C@H:2]1[C@@H:6]([CH:7]=[CH2:8])[CH2:5][N:4]([C:9]([O:11][CH2:12][C:13]2[CH:18]=[CH:17][CH:16]=[CH:15][CH:14]=2)=[O:10])[CH2:3]1, predict the reactants needed to synthesize it. The reactants are: O[C@@H:2]1[C@@H:6]([CH:7]=[CH2:8])[CH2:5][N:4]([C:9]([O:11][CH2:12][C:13]2[CH:18]=[CH:17][CH:16]=[CH:15][CH:14]=2)=[O:10])[CH2:3]1.C(N(C(C)C)CC)(C)C.F.F.F.C(N(CC)CC)C.[F:38]C(F)(S(F)(=O)=O)C(F)(F)C(F)(F)C(F)(F)F. (2) The reactants are: [F:1][C:2]1[CH:11]=[CH:10][C:9]2[O:12][CH2:13][C:14](=[O:15])[N:7]3[C:8]=2[C:3]=1[CH:4]([CH:16]=O)[CH2:5][CH2:6]3.[OH:18][C@@H:19]1[CH2:23][NH:22][CH2:21][C@@H:20]1[CH2:24][NH:25][C:26](=[O:35])[O:27][CH2:28][C:29]1[CH:34]=[CH:33][CH:32]=[CH:31][CH:30]=1.C(O)(=O)C. Given the product [F:1][C:2]1[CH:11]=[CH:10][C:9]2[O:12][CH2:13][C:14](=[O:15])[N:7]3[C:8]=2[C:3]=1[CH:4]([CH2:16][N:22]1[CH2:23][C@@H:19]([OH:18])[C@@H:20]([CH2:24][NH:25][C:26](=[O:35])[O:27][CH2:28][C:29]2[CH:34]=[CH:33][CH:32]=[CH:31][CH:30]=2)[CH2:21]1)[CH2:5][CH2:6]3, predict the reactants needed to synthesize it.